Predict the reaction yield, written as a fraction of the theoretical maximum amount of product (1.0 means a 100% yield; for example, 0.34 means a 34% yield). From a dataset of Reaction yield outcomes from USPTO patents with 853,638 reactions. The reactants are Cl[C:2]1[N:7]=[C:6]([NH:8][C:9]2[CH:10]=[C:11]3[C:15](=[CH:16][CH:17]=2)[NH:14][C:13]([CH3:18])=[CH:12]3)[CH:5]=[CH:4][N:3]=1.[NH2:19][C:20]1[CH:25]=[CH:24][CH:23]=[CH:22][CH:21]=1. The catalyst is CN(C=O)C.O. The product is [CH3:18][C:13]1[NH:14][C:15]2[C:11]([CH:12]=1)=[CH:10][C:9]([NH:8][C:6]1[CH:5]=[CH:4][N:3]=[C:2]([NH:19][C:20]3[CH:25]=[CH:24][CH:23]=[CH:22][CH:21]=3)[N:7]=1)=[CH:17][CH:16]=2. The yield is 0.850.